From a dataset of Merck oncology drug combination screen with 23,052 pairs across 39 cell lines. Regression. Given two drug SMILES strings and cell line genomic features, predict the synergy score measuring deviation from expected non-interaction effect. (1) Cell line: VCAP. Drug 2: CCc1cnn2c(NCc3ccc[n+]([O-])c3)cc(N3CCCCC3CCO)nc12. Drug 1: COc1cc(C2c3cc4c(cc3C(OC3OC5COC(C)OC5C(O)C3O)C3COC(=O)C23)OCO4)cc(OC)c1O. Synergy scores: synergy=-7.29. (2) Drug 1: CN(C)C(=N)N=C(N)N. Drug 2: CC(C)CC(NC(=O)C(Cc1ccccc1)NC(=O)c1cnccn1)B(O)O. Cell line: SW620. Synergy scores: synergy=-5.09. (3) Cell line: SW620. Synergy scores: synergy=18.3. Drug 1: CCC1(O)CC2CN(CCc3c([nH]c4ccccc34)C(C(=O)OC)(c3cc4c(cc3OC)N(C)C3C(O)(C(=O)OC)C(OC(C)=O)C5(CC)C=CCN6CCC43C65)C2)C1. Drug 2: Cn1nnc2c(C(N)=O)ncn2c1=O. (4) Drug 2: Cc1nc(Nc2ncc(C(=O)Nc3c(C)cccc3Cl)s2)cc(N2CCN(CCO)CC2)n1. Drug 1: Nc1ccn(C2OC(CO)C(O)C2(F)F)c(=O)n1. Cell line: NCIH23. Synergy scores: synergy=-3.99. (5) Drug 1: O=S1(=O)NC2(CN1CC(F)(F)F)C1CCC2Cc2cc(C=CCN3CCC(C(F)(F)F)CC3)ccc2C1. Drug 2: CS(=O)(=O)CCNCc1ccc(-c2ccc3ncnc(Nc4ccc(OCc5cccc(F)c5)c(Cl)c4)c3c2)o1. Cell line: LOVO. Synergy scores: synergy=77.8. (6) Synergy scores: synergy=6.77. Cell line: RPMI7951. Drug 1: CN1C(=O)C=CC2(C)C3CCC4(C)C(NC(=O)OCC(F)(F)F)CCC4C3CCC12. Drug 2: CCc1c2c(nc3ccc(O)cc13)-c1cc3c(c(=O)n1C2)COC(=O)C3(O)CC. (7) Drug 1: O=S1(=O)NC2(CN1CC(F)(F)F)C1CCC2Cc2cc(C=CCN3CCC(C(F)(F)F)CC3)ccc2C1. Drug 2: O=C(NOCC(O)CO)c1ccc(F)c(F)c1Nc1ccc(I)cc1F. Cell line: SW837. Synergy scores: synergy=8.58.